Dataset: KCNQ2 potassium channel screen with 302,405 compounds. Task: Binary Classification. Given a drug SMILES string, predict its activity (active/inactive) in a high-throughput screening assay against a specified biological target. (1) The compound is S1(OCCC(N1)C1C(C1)c1ccccc1)(=O)=O. The result is 0 (inactive). (2) The molecule is S(Cc1nc(N2CCOCC2)nc(n1)N)c1nc(cc(c1C#N)C(F)(F)F)c1ccccc1. The result is 1 (active). (3) The result is 0 (inactive). The drug is S(CC(=O)Nc1c(OC)ccc([N+]([O-])=O)c1)c1nc(ccn1)C.